Dataset: Forward reaction prediction with 1.9M reactions from USPTO patents (1976-2016). Task: Predict the product of the given reaction. (1) Given the reactants [F:1][C:2]1[CH:9]=[CH:8][CH:7]=[CH:6][C:3]=1[CH:4]=O.Cl.[NH2:11][OH:12].[OH-].[Na+], predict the reaction product. The product is: [F:1][C:2]1[CH:9]=[CH:8][CH:7]=[CH:6][C:3]=1[CH:4]=[N:11][OH:12]. (2) The product is: [Cl:1][C:2]1[CH:10]=[CH:9][C:5]([C:6]([NH:14][C:15]2[CH:16]=[CH:17][C:18]([O:19][CH2:20][CH2:21][N:22]3[C:26]([NH:27][C:28]([C:41]4[CH:42]=[CH:43][CH:44]=[CH:45][CH:46]=4)([C:35]4[CH:36]=[CH:37][CH:38]=[CH:39][CH:40]=4)[C:29]4[CH:34]=[CH:33][CH:32]=[CH:31][CH:30]=4)=[CH:25][CH:24]=[N:23]3)=[CH:47][CH:48]=2)=[O:8])=[C:4]([N:11]([CH3:13])[CH3:12])[CH:3]=1. Given the reactants [Cl:1][C:2]1[CH:10]=[CH:9][C:5]([C:6]([OH:8])=O)=[C:4]([N:11]([CH3:13])[CH3:12])[CH:3]=1.[NH2:14][C:15]1[CH:48]=[CH:47][C:18]([O:19][CH2:20][CH2:21][N:22]2[C:26]([NH:27][C:28]([C:41]3[CH:46]=[CH:45][CH:44]=[CH:43][CH:42]=3)([C:35]3[CH:40]=[CH:39][CH:38]=[CH:37][CH:36]=3)[C:29]3[CH:34]=[CH:33][CH:32]=[CH:31][CH:30]=3)=[CH:25][CH:24]=[N:23]2)=[CH:17][CH:16]=1.O.ON1C2C=CC=CC=2N=N1.Cl.CN(C)CCCN=C=NCC, predict the reaction product.